Dataset: Catalyst prediction with 721,799 reactions and 888 catalyst types from USPTO. Task: Predict which catalyst facilitates the given reaction. (1) Reactant: [Br:1][C:2]1[C:3]([CH3:8])=[N:4][O:5][C:6]=1[NH2:7].[H-].[Na+].[CH3:11][O:12][C:13]1[CH:14]=[C:15]([CH:30]=[CH:31][C:32]=1[O:33][CH3:34])[CH2:16][C:17]1[S:21][C:20]2[CH:22]=[CH:23][CH:24]=[CH:25][C:19]=2[C:18]=1[S:26](Cl)(=[O:28])=[O:27]. Product: [Br:1][C:2]1[C:3]([CH3:8])=[N:4][O:5][C:6]=1[NH:7][S:26]([C:18]1[C:19]2[CH:25]=[CH:24][CH:23]=[CH:22][C:20]=2[S:21][C:17]=1[CH2:16][C:15]1[CH:30]=[CH:31][C:32]([O:33][CH3:34])=[C:13]([O:12][CH3:11])[CH:14]=1)(=[O:27])=[O:28]. The catalyst class is: 1. (2) Reactant: Cl.[CH2:2]([N:5]1[C:13]2[N:12]=[C:11]([CH2:14][C:15]3[C:24]4[C:19](=[CH:20][C:21]([O:27][CH3:28])=[C:22]([O:25][CH3:26])[CH:23]=4)[CH:18]=[N:17][CH:16]=3)[NH:10][C:9]=2[C:8](=[O:29])[N:7]([CH3:30])[C:6]1=[O:31])[CH:3]=[CH2:4].[OH-:32].[Na+].OO. Product: [CH3:26][O:25][C:22]1[CH:23]=[C:24]2[C:19](=[CH:20][C:21]=1[O:27][CH3:28])[CH:18]=[N:17][CH:16]=[C:15]2[CH2:14][C:11]1[NH:10][C:9]2[C:8](=[O:29])[N:7]([CH3:30])[C:6](=[O:31])[N:5]([CH2:2][CH2:3][CH2:4][OH:32])[C:13]=2[N:12]=1. The catalyst class is: 1.